Task: Predict the reactants needed to synthesize the given product.. Dataset: Full USPTO retrosynthesis dataset with 1.9M reactions from patents (1976-2016) (1) Given the product [Cl:1][C:2]1[CH:3]=[C:4]([C:8]([N:10]2[CH2:11][CH2:12][NH:13][CH2:14][CH2:15]2)=[O:9])[CH:5]=[CH:6][CH:7]=1, predict the reactants needed to synthesize it. The reactants are: [Cl:1][C:2]1[CH:3]=[C:4]([C:8]([N:10]2[CH2:15][CH2:14][N:13](C(OC(C)(C)C)=O)[CH2:12][CH2:11]2)=[O:9])[CH:5]=[CH:6][CH:7]=1.FC(F)(F)C(O)=O. (2) Given the product [OH:1][C:2]1[CH:3]=[C:4]2[C:8](=[CH:9][C:10]=1[C:11]([O:13][CH2:14][CH3:15])=[O:12])[N:7]([CH:22]1[CH2:23][CH2:24][CH2:25][CH2:26][O:21]1)[N:6]=[CH:5]2, predict the reactants needed to synthesize it. The reactants are: [OH:1][C:2]1[CH:3]=[C:4]2[C:8](=[CH:9][C:10]=1[C:11]([O:13][CH2:14][CH3:15])=[O:12])[NH:7][N:6]=[CH:5]2.CS(O)(=O)=O.[O:21]1[CH:26]=[CH:25][CH2:24][CH2:23][CH2:22]1. (3) Given the product [CH3:41][C:33]1([CH3:42])[N:32]([C:30]([O:29][C:25]([CH3:26])([CH3:27])[CH3:28])=[O:31])[C@:36]([CH3:40])([C:37]([NH:68][NH:67][C:65](=[O:66])[C:64]2[CH:69]=[CH:70][C:61]([O:60][CH2:52][CH2:53][CH2:54][CH2:55][CH2:56][CH2:57][CH2:58][CH3:59])=[C:62]([C:71]([F:72])([F:74])[F:73])[CH:63]=2)=[O:39])[CH2:35][O:34]1, predict the reactants needed to synthesize it. The reactants are: CN(C(ON1N=NC2C=CC=NC1=2)=[N+](C)C)C.F[P-](F)(F)(F)(F)F.[C:25]([O:29][C:30]([N:32]1[C@@:36]([CH3:40])([C:37]([OH:39])=O)[CH2:35][O:34][C:33]1([CH3:42])[CH3:41])=[O:31])([CH3:28])([CH3:27])[CH3:26].C(N(CC)C(C)C)(C)C.[CH2:52]([O:60][C:61]1[CH:70]=[CH:69][C:64]([C:65]([NH:67][NH2:68])=[O:66])=[CH:63][C:62]=1[C:71]([F:74])([F:73])[F:72])[CH2:53][CH2:54][CH2:55][CH2:56][CH2:57][CH2:58][CH3:59]. (4) Given the product [OH:1][C:2]1[CH:3]=[N:4][CH:5]=[C:6]([CH:19]=1)[C:7]([NH:9][C@H:10]([C:16]([O-:18])=[O:17])[CH2:11][CH2:12][C:13]([O-:15])=[O:14])=[O:8].[Ca+2:21], predict the reactants needed to synthesize it. The reactants are: [OH:1][C:2]1[CH:3]=[N:4][CH:5]=[C:6]([CH:19]=1)[C:7]([NH:9][C@H:10]([C:16]([OH:18])=[O:17])[CH2:11][CH2:12][C:13]([OH:15])=[O:14])=[O:8].[O-2].[Ca+2:21]. (5) Given the product [CH3:13][O:14][C:15]1[CH:20]=[CH:19][C:18]([C:2]2[CH:3]=[C:4]3[C:9](=[CH:10][CH:11]=2)[CH:8]=[C:7]([OH:12])[CH:6]=[CH:5]3)=[CH:17][CH:16]=1, predict the reactants needed to synthesize it. The reactants are: Br[C:2]1[CH:3]=[C:4]2[C:9](=[CH:10][CH:11]=1)[CH:8]=[C:7]([OH:12])[CH:6]=[CH:5]2.[CH3:13][O:14][C:15]1[CH:20]=[CH:19][C:18](B(O)O)=[CH:17][CH:16]=1. (6) Given the product [F:19][C:20]([F:29])([F:30])[C:21]1[CH:28]=[CH:27][C:24]([CH2:25][NH:26][C:16]([C:14]2[O:15][C:11]([C:5]3[CH:4]=[C:3]([CH2:1][CH3:2])[C:8](=[O:9])[NH:7][C:6]=3[CH3:10])=[CH:12][CH:13]=2)=[O:18])=[CH:23][CH:22]=1, predict the reactants needed to synthesize it. The reactants are: [CH2:1]([C:3]1[C:8](=[O:9])[NH:7][C:6]([CH3:10])=[C:5]([C:11]2[O:15][C:14]([C:16]([OH:18])=O)=[CH:13][CH:12]=2)[CH:4]=1)[CH3:2].[F:19][C:20]([F:30])([F:29])[C:21]1[CH:28]=[CH:27][C:24]([CH2:25][NH2:26])=[CH:23][CH:22]=1. (7) Given the product [ClH:35].[ClH:35].[C:3]([OH:34])(=[O:2])[CH2:4][CH2:5][CH2:6][CH2:7][CH3:8], predict the reactants needed to synthesize it. The reactants are: C[O:2][C:3](=[O:34])[C@:4](NC(OC(C)(C)C)=O)(CCN1CCCCC1)[CH2:5][CH2:6][CH2:7][CH2:8]B1OC(C)(C)C(C)(C)O1.[ClH:35].